From a dataset of Forward reaction prediction with 1.9M reactions from USPTO patents (1976-2016). Predict the product of the given reaction. (1) Given the reactants C([Si](C1C=CC=CC=1)(C1C=CC=CC=1)[O:6][CH2:7][C:8]([NH:15][C:16]([C:18]1[N:22]2[CH:23]=[CH:24][CH:25]=[C:26]([O:27][CH2:28][C:29]3[C:34]([F:35])=[CH:33][CH:32]=[CH:31][C:30]=3[F:36])[C:21]2=[N:20][C:19]=1[CH3:37])=[O:17])([C:10]1[N:11]=[N:12][NH:13][N:14]=1)[CH3:9])(C)(C)C.C(=O)([O-])[O-].[K+].[K+].[CH3:56][C:57]1([CH3:60])[CH2:59][O:58]1.C(OC(C)C)(C)C, predict the reaction product. The product is: [F:35][C:34]1[CH:33]=[CH:32][CH:31]=[C:30]([F:36])[C:29]=1[CH2:28][O:27][C:26]1[C:21]2[N:22]([C:18]([C:16]([NH:15][C:8]([C:10]3[N:14]=[N:13][N:12]([CH2:56][C:57]([OH:58])([CH3:60])[CH3:59])[N:11]=3)([CH3:9])[CH2:7][OH:6])=[O:17])=[C:19]([CH3:37])[N:20]=2)[CH:23]=[CH:24][CH:25]=1. (2) Given the reactants [F:1][C:2]1[CH:7]=[CH:6][C:5]([C:8]2[N:17]([CH2:18][C:19]([OH:21])=[O:20])[C:16](=[O:22])[C:15]3[C:10](=[CH:11][CH:12]=[C:13]([N:23]4[CH2:29][C:28]([CH3:31])([CH3:30])[CH2:27][NH:26][CH:25]([CH3:32])[CH2:24]4)[CH:14]=3)[N:9]=2)=[CH:4][C:3]=1[O:33][CH3:34].[C:35]([O:39][C:40](O[C:40]([O:39][C:35]([CH3:38])([CH3:37])[CH3:36])=[O:41])=[O:41])([CH3:38])([CH3:37])[CH3:36].C(N(CC)CC)C, predict the reaction product. The product is: [C:35]([O:39][C:40]([N:26]1[CH2:27][C:28]([CH3:31])([CH3:30])[CH2:29][N:23]([C:13]2[CH:14]=[C:15]3[C:10](=[CH:11][CH:12]=2)[N:9]=[C:8]([C:5]2[CH:6]=[CH:7][C:2]([F:1])=[C:3]([O:33][CH3:34])[CH:4]=2)[N:17]([CH2:18][C:19]([OH:21])=[O:20])[C:16]3=[O:22])[CH2:24][CH:25]1[CH3:32])=[O:41])([CH3:38])([CH3:37])[CH3:36]. (3) Given the reactants [CH3:1][O:2][C:3](=[O:15])[C:4]1[CH:9]=[CH:8][C:7]([CH2:10][O:11][CH2:12][CH2:13][OH:14])=[CH:6][CH:5]=1.N1C=CN=C1.[CH3:21][C:22]([Si:25](Cl)([CH3:27])[CH3:26])([CH3:24])[CH3:23], predict the reaction product. The product is: [CH3:1][O:2][C:3](=[O:15])[C:4]1[CH:5]=[CH:6][C:7]([CH2:10][O:11][CH2:12][CH2:13][O:14][Si:25]([C:22]([CH3:24])([CH3:23])[CH3:21])([CH3:27])[CH3:26])=[CH:8][CH:9]=1. (4) Given the reactants [Cl:1][C:2]1[CH:3]=[C:4]([C:8]2[CH:13]=[CH:12][C:11]([CH2:14][C@@H:15]([NH:22][C:23](=[O:28])[C:24]([NH:26][NH2:27])=[O:25])[CH2:16][C:17]([O:19][CH2:20][CH3:21])=[O:18])=[CH:10][CH:9]=2)[CH:5]=[CH:6][CH:7]=1.C1C[O:32][CH2:31]C1, predict the reaction product. The product is: [Cl:1][C:2]1[CH:3]=[C:4]([C:8]2[CH:13]=[CH:12][C:11]([CH2:14][C@@H:15]([NH:22][C:23]([C:24]3[O:25][C:31](=[O:32])[NH:27][N:26]=3)=[O:28])[CH2:16][C:17]([O:19][CH2:20][CH3:21])=[O:18])=[CH:10][CH:9]=2)[CH:5]=[CH:6][CH:7]=1. (5) The product is: [C:1]12([CH2:11][C:12]([NH:14][C:15]3[C:24]([CH3:25])=[CH:23][CH:22]=[C:21]4[C:16]=3[CH:17]=[CH:18][C:19]([N:33]3[CH2:37][CH2:36][C@H:35]([NH:38][C:39](=[O:45])[O:40][C:41]([CH3:43])([CH3:42])[CH3:44])[CH2:34]3)=[N:20]4)=[O:13])[CH2:10][CH:5]3[CH2:6][CH:7]([CH2:9][CH:3]([CH2:4]3)[CH2:2]1)[CH2:8]2. Given the reactants [C:1]12([CH2:11][C:12]([NH:14][C:15]3[C:24]([CH3:25])=[CH:23][CH:22]=[C:21]4[C:16]=3[CH:17]=[CH:18][C:19](Cl)=[N:20]4)=[O:13])[CH2:10][CH:5]3[CH2:6][CH:7]([CH2:9][CH:3]([CH2:4]3)[CH2:2]1)[CH2:8]2.C(=O)([O-])[O-].[K+].[K+].[NH:33]1[CH2:37][CH2:36][C@H:35]([NH:38][C:39](=[O:45])[O:40][C:41]([CH3:44])([CH3:43])[CH3:42])[CH2:34]1.O, predict the reaction product. (6) Given the reactants [C:1]([C:3]1[CH:15]=[CH:14][C:6]2[O:7][CH2:8][C:9]([CH3:13])([CH3:12])[CH2:10][O:11][C:5]=2[CH:4]=1)#[CH:2].I[C:17]1[CH:18]=[CH:19][C:20]2[O:24][CH2:23][CH2:22][C:21]=2[CH:25]=1, predict the reaction product. The product is: [O:24]1[C:20]2[CH:19]=[CH:18][C:17]([C:2]#[C:1][C:3]3[CH:15]=[CH:14][C:6]4[O:7][CH2:8][C:9]([CH3:12])([CH3:13])[CH2:10][O:11][C:5]=4[CH:4]=3)=[CH:25][C:21]=2[CH2:22][CH2:23]1. (7) Given the reactants [NH2:1][C:2]1[CH:24]=[CH:23][C:5]([O:6][CH2:7][CH2:8][C:9]2[N:14]=[C:13]([NH:15][C:16](=[O:22])[O:17][C:18]([CH3:21])([CH3:20])[CH3:19])[CH:12]=[CH:11][CH:10]=2)=[CH:4][CH:3]=1.[F:25][C:26]([F:43])([F:42])[C:27]1[CH:32]=[CH:31][C:30]([C:33]2[CH2:38][CH2:37][CH2:36][CH2:35][C:34]=2[C:39](O)=[O:40])=[CH:29][CH:28]=1.O.ON1C2C=CC=CC=2N=N1.Cl.CN(C)CCCN=C=NCC, predict the reaction product. The product is: [F:25][C:26]([F:42])([F:43])[C:27]1[CH:28]=[CH:29][C:30]([C:33]2[CH2:38][CH2:37][CH2:36][CH2:35][C:34]=2[C:39]([NH:1][C:2]2[CH:3]=[CH:4][C:5]([O:6][CH2:7][CH2:8][C:9]3[N:14]=[C:13]([NH:15][C:16](=[O:22])[O:17][C:18]([CH3:21])([CH3:19])[CH3:20])[CH:12]=[CH:11][CH:10]=3)=[CH:23][CH:24]=2)=[O:40])=[CH:31][CH:32]=1. (8) Given the reactants [C:1]([C:4]1[CH:11]=[CH:10][C:7]([C:8]#[N:9])=[CH:6][CH:5]=1)(=[O:3])[CH3:2].[C:12](OC)(=[O:20])[C:13]1[C:14](=[CH:16][CH:17]=[CH:18][CH:19]=1)[SH:15].C(N(CC)CC)C, predict the reaction product. The product is: [C:1]([C:4]1[CH:11]=[CH:10][C:7]([C:8]2[S:15][C:14]3[CH:16]=[CH:17][CH:18]=[CH:19][C:13]=3[C:12](=[O:20])[N:9]=2)=[CH:6][CH:5]=1)(=[O:3])[CH3:2]. (9) Given the reactants [Cl:1][C:2]1[CH:7]=[CH:6][C:5]([C:8]2[CH:13]=[CH:12][C:11]([F:14])=[CH:10][CH:9]=2)=[CH:4][N:3]=1.[CH:15]([N:18]1[CH2:23][CH2:22][NH:21][CH2:20][CH2:19]1)([CH3:17])[CH3:16], predict the reaction product. The product is: [ClH:1].[ClH:1].[F:14][C:11]1[CH:12]=[CH:13][C:8]([C:5]2[CH:6]=[CH:7][C:2]([N:21]3[CH2:22][CH2:23][N:18]([CH:15]([CH3:17])[CH3:16])[CH2:19][CH2:20]3)=[N:3][CH:4]=2)=[CH:9][CH:10]=1.